Dataset: Forward reaction prediction with 1.9M reactions from USPTO patents (1976-2016). Task: Predict the product of the given reaction. The product is: [Br:1][C:2]1[CH:3]=[C:4]([C:12]([OH:14])=[O:13])[CH:5]=[C:6]([CH:11]=1)[C:7]([OH:9])=[O:8]. Given the reactants [Br:1][C:2]1[CH:3]=[C:4]([C:12]([O:14]C)=[O:13])[CH:5]=[C:6]([CH:11]=1)[C:7]([O:9]C)=[O:8].[OH-].[K+], predict the reaction product.